Dataset: Peptide-MHC class II binding affinity with 134,281 pairs from IEDB. Task: Regression. Given a peptide amino acid sequence and an MHC pseudo amino acid sequence, predict their binding affinity value. This is MHC class II binding data. (1) The peptide sequence is DFYFVINVRNVSVSA. The MHC is HLA-DQA10501-DQB10201 with pseudo-sequence HLA-DQA10501-DQB10201. The binding affinity (normalized) is 0.146. (2) The peptide sequence is FEIKCTKPEACSGEPVVVHI. The MHC is DRB1_1501 with pseudo-sequence DRB1_1501. The binding affinity (normalized) is 0.308. (3) The peptide sequence is GELMIVDKIDAAFKI. The MHC is DRB1_1201 with pseudo-sequence DRB1_1201. The binding affinity (normalized) is 0.698. (4) The peptide sequence is AKPDGKTDCTKEVEE. The MHC is DRB1_0405 with pseudo-sequence DRB1_0405. The binding affinity (normalized) is 0. (5) The MHC is HLA-DQA10104-DQB10503 with pseudo-sequence HLA-DQA10104-DQB10503. The binding affinity (normalized) is 0.0554. The peptide sequence is LGHRDALEDDLLNRN. (6) The peptide sequence is KTFEREYPTIKQKKPHHHHHH. The MHC is DRB1_0901 with pseudo-sequence DRB1_0901. The binding affinity (normalized) is 0.267. (7) The peptide sequence is GELQIVHKIDAAFKI. The MHC is DRB1_0101 with pseudo-sequence DRB1_0101. The binding affinity (normalized) is 0.582.